This data is from Forward reaction prediction with 1.9M reactions from USPTO patents (1976-2016). The task is: Predict the product of the given reaction. (1) The product is: [F:31][C:32]1[CH:33]=[C:34]([CH:38]=[CH:39][CH:40]=1)[C:35]([NH:23][CH2:22][C:19]1[CH:20]=[CH:21][C:16]([C:12]2[CH:11]=[C:10]3[C:15]([C:7]([C:5]4[CH:4]=[N:3][N:2]([CH3:1])[CH:6]=4)=[N:8][NH:9]3)=[CH:14][CH:13]=2)=[CH:17][CH:18]=1)=[O:36]. Given the reactants [CH3:1][N:2]1[CH:6]=[C:5]([C:7]2[C:15]3[C:10](=[CH:11][C:12]([C:16]4[CH:21]=[CH:20][C:19]([CH2:22][NH2:23])=[CH:18][CH:17]=4)=[CH:13][CH:14]=3)[NH:9][N:8]=2)[CH:4]=[N:3]1.C(N(CC)CC)C.[F:31][C:32]1[CH:33]=[C:34]([CH:38]=[CH:39][CH:40]=1)[C:35](Cl)=[O:36], predict the reaction product. (2) The product is: [Br:42][CH2:21][C:20]1[C:19]2[C:14](=[CH:15][C:16]([O:22][CH3:23])=[CH:17][CH:18]=2)[O:13][C:12](=[O:24])[C:11]=1[C:6]1[C:7]([O:9][CH3:10])=[N:8][C:3]([O:2][CH3:1])=[N:4][CH:5]=1. Given the reactants [CH3:1][O:2][C:3]1[N:8]=[C:7]([O:9][CH3:10])[C:6]([C:11]2[C:12](=[O:24])[O:13][C:14]3[C:19]([C:20]=2[CH3:21])=[CH:18][CH:17]=[C:16]([O:22][CH3:23])[CH:15]=3)=[CH:5][N:4]=1.[Li+].C[Si]([N-][Si](C)(C)C)(C)C.C1C(=O)N([Br:42])C(=O)C1, predict the reaction product. (3) Given the reactants [C:1]1([C:7]2[C:12]([C:13]([F:16])([F:15])[F:14])=[CH:11][C:10]([O:17][CH3:18])=[CH:9][C:8]=2[O:19][CH3:20])[CH2:6][CH2:5][CH2:4][CH2:3][CH:2]=1, predict the reaction product. The product is: [CH:1]1([C:7]2[C:12]([C:13]([F:16])([F:15])[F:14])=[CH:11][C:10]([O:17][CH3:18])=[CH:9][C:8]=2[O:19][CH3:20])[CH2:2][CH2:3][CH2:4][CH2:5][CH2:6]1. (4) The product is: [Cl:1][C:2]1[CH:3]=[CH:4][C:5]([N:15]2[CH:19]=[C:18]([C:20]([F:21])([F:23])[F:22])[N:17]=[N:16]2)=[C:6]([C:8]2[N:13]=[CH:12][N:11]([C@@H:60]3[C:77]4[CH:78]=[C:73]([CH:74]=[CH:75][CH:76]=4)[C:72]4[N:71]=[CH:70][CH:69]=[CH:68][C:67]=4[NH:66][C:65](=[O:79])[C@H:64]([CH3:80])[CH2:63][CH2:62][CH2:61]3)[C:10](=[O:14])[CH:9]=2)[CH:7]=1. Given the reactants [Cl:1][C:2]1[CH:3]=[CH:4][C:5]([N:15]2[CH:19]=[C:18]([C:20]([F:23])([F:22])[F:21])[N:17]=[N:16]2)=[C:6]([C:8]2[N:13]=[CH:12][N:11]=[C:10]([OH:14])[CH:9]=2)[CH:7]=1.CN(C(ON1N=NC2C=CC=NC1=2)=[N+](C)C)C.F[P-](F)(F)(F)(F)F.C1CCN2C(=NCCC2)CC1.N[C@@H:60]1[C:77]2[CH:78]=[C:73]([CH:74]=[CH:75][CH:76]=2)[C:72]2[N:71]=[CH:70][CH:69]=[CH:68][C:67]=2[NH:66][C:65](=[O:79])[C@H:64]([CH3:80])[CH2:63][CH2:62][CH2:61]1, predict the reaction product. (5) The product is: [C:1]([O:5][C:6]([N:8]1[CH2:9][CH2:10][CH:11]([C:14]2[S:15][CH:16]=[C:17]([C:19]([O:21][CH2:22][CH3:23])=[O:20])[N:18]=2)[CH2:12][CH2:13]1)=[O:7])([CH3:4])([CH3:3])[CH3:2]. Given the reactants [C:1]([O:5][C:6]([N:8]1[CH2:13][CH2:12][CH:11]([C:14]2[S:15][CH2:16][CH:17]([C:19]([O:21][CH2:22][CH3:23])=[O:20])[N:18]=2)[CH2:10][CH2:9]1)=[O:7])([CH3:4])([CH3:3])[CH3:2], predict the reaction product. (6) Given the reactants [C:1]([NH:8][C:9]1([C:13]([OH:15])=[O:14])[CH2:12][CH2:11][CH2:10]1)([O:3][C:4]([CH3:7])([CH3:6])[CH3:5])=[O:2].C(Cl)CCl.N1C=CC=CC=1.[CH2:26](O)[C:27]1[CH:32]=[CH:31][CH:30]=[CH:29][CH:28]=1, predict the reaction product. The product is: [CH2:26]([O:14][C:13]([C:9]1([NH:8][C:1]([O:3][C:4]([CH3:7])([CH3:6])[CH3:5])=[O:2])[CH2:12][CH2:11][CH2:10]1)=[O:15])[C:27]1[CH:32]=[CH:31][CH:30]=[CH:29][CH:28]=1. (7) Given the reactants [Cl-].C1([P+](C2C=CC=CC=2)(C2C=CC=CC=2)[CH2:9][O:10][CH2:11][CH2:12][Si:13]([CH3:16])([CH3:15])[CH3:14])C=CC=CC=1.[CH3:29][C:30]1[N:31]=[C:32]2[CH:37]=[CH:36][CH:35]=[CH:34][N:33]2[C:38]=1[CH:39]=O, predict the reaction product. The product is: [CH3:29][C:30]1[N:31]=[C:32]2[CH:37]=[CH:36][CH:35]=[CH:34][N:33]2[C:38]=1[CH:39]=[CH:9][O:10][CH2:11][CH2:12][Si:13]([CH3:14])([CH3:15])[CH3:16]. (8) Given the reactants C([N:8]1[CH2:27][CH2:26][C:11]2([C:20]3[C:15](=[CH:16][CH:17]=[CH:18][CH:19]=3)[N:14]([C:21]([N:23]([CH3:25])[CH3:24])=[O:22])[CH2:13][CH2:12]2)[CH2:10][CH2:9]1)C1C=CC=CC=1, predict the reaction product. The product is: [CH3:24][N:23]([CH3:25])[C:21]([N:14]1[C:15]2[C:20](=[CH:19][CH:18]=[CH:17][CH:16]=2)[C:11]2([CH2:26][CH2:27][NH:8][CH2:9][CH2:10]2)[CH2:12][CH2:13]1)=[O:22]. (9) The product is: [CH3:1][O:2][C:3](=[O:26])[C:4]1[CH:5]=[C:6]([O:18][CH2:19][C:20]2[CH:25]=[CH:24][CH:23]=[CH:22][CH:21]=2)[CH:7]=[C:8]([C:4]2[CH:9]=[CH:8][C:7]3[O:28][CH2:27][O:30][C:6]=3[CH:5]=2)[CH:9]=1. Given the reactants [CH3:1][O:2][C:3](=[O:26])[C:4]1[CH:9]=[C:8](OS(C(F)(F)F)(=O)=O)[CH:7]=[C:6]([O:18][CH2:19][C:20]2[CH:25]=[CH:24][CH:23]=[CH:22][CH:21]=2)[CH:5]=1.[C:27](=[O:30])([O-])[O-:28].[Na+].[Na+], predict the reaction product. (10) Given the reactants Cl[C:2]1[CH:3]=[C:4]([C:9]2[C:18]([CH3:19])=[N:17][C:16]3[C:11](=[CH:12][CH:13]=[CH:14][CH:15]=3)[N:10]=2)[CH:5]=[C:6](Cl)[CH:7]=1.[CH3:20][CH:21]([CH3:26])[CH2:22]B(O)O.P([O-])([O-])([O-])=O.[K+].[K+].[K+].C1(P(C2CCCCC2)[C:42]2C=CC=[CH:44][C:43]=2[C:48]2C(OC)=CC=CC=2OC)CCCCC1, predict the reaction product. The product is: [CH3:20][CH:21]([CH3:26])[CH2:22][C:2]1[CH:3]=[C:4]([C:9]2[C:18]([CH3:19])=[N:17][C:16]3[C:11](=[CH:12][CH:13]=[CH:14][CH:15]=3)[N:10]=2)[CH:5]=[C:6]([CH2:42][CH:43]([CH3:48])[CH3:44])[CH:7]=1.